This data is from Reaction yield outcomes from USPTO patents with 853,638 reactions. The task is: Predict the reaction yield, written as a fraction of the theoretical maximum amount of product (1.0 means a 100% yield; for example, 0.34 means a 34% yield). The reactants are CO[C:3]([C:5]1[CH2:6][N:7]([C:12]([O:14][C:15]([CH3:18])([CH3:17])[CH3:16])=[O:13])[CH2:8][CH2:9][C:10]=1[OH:11])=[O:4].[Cl:19][C:20]1[CH:30]=[CH:29][C:28]([CH2:31][CH2:32][O:33][CH3:34])=[CH:27][C:21]=1[CH2:22][NH:23][CH:24]1[CH2:26][CH2:25]1.O.C1(C)C=CC(S(O)(=O)=O)=CC=1.CCOC(C)=O. The product is [C:15]([O:14][C:12]([N:7]1[CH2:8][CH2:9][C:10](=[O:11])[CH:5]([C:3](=[O:4])[N:23]([CH2:22][C:21]2[CH:27]=[C:28]([CH2:31][CH2:32][O:33][CH3:34])[CH:29]=[CH:30][C:20]=2[Cl:19])[CH:24]2[CH2:25][CH2:26]2)[CH2:6]1)=[O:13])([CH3:16])([CH3:17])[CH3:18]. The yield is 0.410. The catalyst is C1(C)C=CC=CC=1.